This data is from Full USPTO retrosynthesis dataset with 1.9M reactions from patents (1976-2016). The task is: Predict the reactants needed to synthesize the given product. (1) Given the product [NH2:10][C:11]1[C:20]2[N:21]=[C:22]([CH2:29][CH2:30][CH2:31][CH3:32])[N:23]([CH2:24][CH2:25][CH2:26][CH2:27][NH:28][C:1](=[O:8])[C:2]3[CH:7]=[CH:6][CH:5]=[CH:4][CH:3]=3)[C:19]=2[C:18]2[N:17]=[CH:16][CH:15]=[CH:14][C:13]=2[N:12]=1, predict the reactants needed to synthesize it. The reactants are: [C:1](Cl)(=[O:8])[C:2]1[CH:7]=[CH:6][CH:5]=[CH:4][CH:3]=1.[NH2:10][C:11]1[C:20]2[N:21]=[C:22]([CH2:29][CH2:30][CH2:31][CH3:32])[N:23]([CH2:24][CH2:25][CH2:26][CH2:27][NH2:28])[C:19]=2[C:18]2[N:17]=[CH:16][CH:15]=[CH:14][C:13]=2[N:12]=1. (2) Given the product [CH3:1][O:2][C:3]1[C:8]([O:9][CH3:10])=[CH:7][C:6]([NH2:11])=[C:5]([CH:14]2[CH2:19][C:18]([CH3:21])([CH3:20])[CH2:17][C:16]([CH3:23])([CH3:22])[CH2:15]2)[CH:4]=1, predict the reactants needed to synthesize it. The reactants are: [CH3:1][O:2][C:3]1[C:8]([O:9][CH3:10])=[CH:7][C:6]([N+:11]([O-])=O)=[C:5]([C:14]2[CH2:19][C:18]([CH3:21])([CH3:20])[CH2:17][C:16]([CH3:23])([CH3:22])[CH:15]=2)[CH:4]=1.CO. (3) Given the product [CH3:20][O:21][C:5](=[O:6])[C:4]1[CH:7]=[CH:8][C:9]([O:10][CH:11]([F:13])[F:12])=[C:2]([OH:1])[CH:3]=1, predict the reactants needed to synthesize it. The reactants are: [OH:1][C:2]1[CH:3]=[C:4]([CH:7]=[CH:8][C:9]=1[O:10][CH:11]([F:13])[F:12])[CH:5]=[O:6].OOS([O-])=O.[K+].[CH3:20][OH:21]. (4) Given the product [CH:23]1([N:9]([CH2:8][C:5]2[CH:6]=[N:7][C:2]([C:33]3[CH:34]=[CH:35][C:30]([C:28]([N:27]([CH3:39])[CH3:26])=[O:29])=[CH:31][CH:32]=3)=[CH:3][CH:4]=2)[CH:10]2[CH2:15][CH2:14][N:13]([C:16]([O:18][C:19]([CH3:22])([CH3:21])[CH3:20])=[O:17])[CH2:12][CH2:11]2)[CH2:25][CH2:24]1, predict the reactants needed to synthesize it. The reactants are: Cl[C:2]1[N:7]=[CH:6][C:5]([CH2:8][N:9]([CH:23]2[CH2:25][CH2:24]2)[CH:10]2[CH2:15][CH2:14][N:13]([C:16]([O:18][C:19]([CH3:22])([CH3:21])[CH3:20])=[O:17])[CH2:12][CH2:11]2)=[CH:4][CH:3]=1.[CH3:26][N:27]([CH3:39])[C:28]([C:30]1[CH:35]=[CH:34][C:33](B(O)O)=[CH:32][CH:31]=1)=[O:29].C([O-])([O-])=O.[K+].[K+].CCO. (5) Given the product [C:1]([O:5][CH2:6][CH:7]([C:26]1[CH:27]=[CH:28][CH:29]=[CH:30][CH:31]=1)[CH:8]([C:9](=[O:12])[NH:10][CH3:11])[NH:13][C:14]([C:16]1[C:17]([C:22]([F:25])([F:24])[F:23])=[N:18][N:19]([CH3:21])[CH:20]=1)=[O:15])(=[O:3])[CH3:2], predict the reactants needed to synthesize it. The reactants are: [C:1](Cl)(=[O:3])[CH3:2].[OH:5][CH2:6][CH:7]([C:26]1[CH:31]=[CH:30][CH:29]=[CH:28][CH:27]=1)[CH:8]([NH:13][C:14]([C:16]1[C:17]([C:22]([F:25])([F:24])[F:23])=[N:18][N:19]([CH3:21])[CH:20]=1)=[O:15])[C:9](=[O:12])[NH:10][CH3:11].C(N(CC)CC)C. (6) Given the product [CH2:9]([O:8][C:6]([C:5]1[CH:11]=[CH:12][C:2]([N:13]([C:15]([O:17][C:18]([CH3:21])([CH3:20])[CH3:19])=[O:16])[NH2:14])=[CH:3][CH:4]=1)=[O:7])[CH3:10], predict the reactants needed to synthesize it. The reactants are: Br[C:2]1[CH:12]=[CH:11][C:5]([C:6]([O:8][CH2:9][CH3:10])=[O:7])=[CH:4][CH:3]=1.[NH:13]([C:15]([O:17][C:18]([CH3:21])([CH3:20])[CH3:19])=[O:16])[NH2:14].C(=O)([O-])[O-].[Cs+].[Cs+].